The task is: Predict the product of the given reaction.. This data is from Forward reaction prediction with 1.9M reactions from USPTO patents (1976-2016). (1) Given the reactants C(OC([N:8]1[CH2:17][CH2:16][C:15]2[C:10](=[CH:11][CH:12]=[CH:13][C:14]=2[C:18]2[CH:19]=[N:20][CH:21]=[CH:22][C:23]=2[NH:24]C(OC(C)(C)C)=O)[CH2:9]1)=O)(C)(C)C, predict the reaction product. The product is: [CH2:9]1[C:10]2[C:15](=[C:14]([C:18]3[CH:19]=[N:20][CH:21]=[CH:22][C:23]=3[NH2:24])[CH:13]=[CH:12][CH:11]=2)[CH2:16][CH2:17][NH:8]1. (2) Given the reactants [O:1]=[C:2]1[CH2:7][CH2:6][CH:5]([C:8]([O:10][CH2:11][CH3:12])=[O:9])[CH2:4][CH2:3]1.[BH4-].[Na+], predict the reaction product. The product is: [OH:1][CH:2]1[CH2:3][CH2:4][CH:5]([C:8]([O:10][CH2:11][CH3:12])=[O:9])[CH2:6][CH2:7]1. (3) The product is: [CH2:1]([O:8][C:9]1[C:18]2[N:17]=[CH:16][CH:15]=[CH:14][C:13]=2[C:12]([S:19]([Cl:26])(=[O:22])=[O:20])=[CH:11][CH:10]=1)[C:2]1[CH:7]=[CH:6][CH:5]=[CH:4][CH:3]=1. Given the reactants [CH2:1]([O:8][C:9]1[C:18]2[N:17]=[CH:16][CH:15]=[CH:14][C:13]=2[C:12]([S:19]([O-:22])(=O)=[O:20])=[CH:11][CH:10]=1)[C:2]1[CH:7]=[CH:6][CH:5]=[CH:4][CH:3]=1.[Na+].S(Cl)([Cl:26])=O, predict the reaction product. (4) Given the reactants Cl[CH2:2][CH2:3][C:4]([C:6]1[S:10][C:9]2[CH2:11][CH2:12][CH2:13][CH2:14][C:8]=2[CH:7]=1)=[O:5].S(=O)(=O)(O)O, predict the reaction product. The product is: [CH2:2]1[C:7]2[C:8]3[CH2:14][CH2:13][CH2:12][CH2:11][C:9]=3[S:10][C:6]=2[C:4](=[O:5])[CH2:3]1.